This data is from Catalyst prediction with 721,799 reactions and 888 catalyst types from USPTO. The task is: Predict which catalyst facilitates the given reaction. (1) The catalyst class is: 46. Product: [CH:7]1([CH2:13][C@@H:14]([NH:30][C:37]([CH:31]2[CH2:36][CH2:35][CH2:34][CH2:33][CH2:32]2)=[O:38])[CH2:15][N:16]2[CH2:17][CH2:18][CH:19]([C:22]3[CH:27]=[CH:26][CH:25]=[CH:24][C:23]=3[O:28][CH3:29])[CH2:20][CH2:21]2)[CH2:12][CH2:11][CH2:10][CH2:9][CH2:8]1.[ClH:39]. Reactant: C(=O)([O-])[O-].[K+].[K+].[CH:7]1([CH2:13][C@@H:14]([NH2:30])[CH2:15][N:16]2[CH2:21][CH2:20][CH:19]([C:22]3[CH:27]=[CH:26][CH:25]=[CH:24][C:23]=3[O:28][CH3:29])[CH2:18][CH2:17]2)[CH2:12][CH2:11][CH2:10][CH2:9][CH2:8]1.[CH:31]1([C:37]([Cl:39])=[O:38])[CH2:36][CH2:35][CH2:34][CH2:33][CH2:32]1. (2) The catalyst class is: 1. Product: [OH:19][CH2:18][C:4]1[C:5]2[O:9][C:8]([C:10]3[CH:15]=[CH:14][C:13]([OH:16])=[CH:12][CH:11]=3)=[CH:7][C:6]=2[CH:17]=[C:2]([OH:1])[CH:3]=1. Reactant: [OH:1][C:2]1[CH:3]=[C:4]([C:18](O)=[O:19])[C:5]2[O:9][C:8]([C:10]3[CH:15]=[CH:14][C:13]([OH:16])=[CH:12][CH:11]=3)=[CH:7][C:6]=2[CH:17]=1. (3) Reactant: CS(O[CH:6]([CH2:9][C:10]1[CH:15]=[CH:14][CH:13]=[C:12]([O:16][CH3:17])[CH:11]=1)[CH2:7][CH3:8])(=O)=O.[Li+].[Br-:19]. Product: [CH3:17][O:16][C:12]1[CH:13]=[CH:14][CH:15]=[C:10]([CH2:9][CH:6]([Br:19])[CH2:7][CH3:8])[CH:11]=1. The catalyst class is: 21. (4) Reactant: [H-].[Na+].[CH3:3][NH:4][CH2:5][CH2:6][CH2:7][OH:8].[CH:9]1([C:16]2[N:21]=[C:20]([C:22]3[CH:27]=[N:26][CH:25]=[CH:24][N:23]=3)[N:19]=[C:18]([OH:28])[C:17]=2[C:29]2[C:34]([F:35])=[CH:33][C:32](F)=[CH:31][C:30]=2[F:37])[CH2:15][CH2:14][CH2:13][CH2:12][CH2:11][CH2:10]1.[C:46](O[C:46]([O:48][C:49]([CH3:52])([CH3:51])[CH3:50])=[O:47])([O:48][C:49]([CH3:52])([CH3:51])[CH3:50])=[O:47]. Product: [CH:9]1([C:16]2[C:17]([C:29]3[C:34]([F:35])=[CH:33][C:32]([O:8][CH2:7][CH2:6][CH2:5][N:4]([CH3:3])[C:46](=[O:47])[O:48][C:49]([CH3:50])([CH3:51])[CH3:52])=[CH:31][C:30]=3[F:37])=[C:18]([OH:28])[N:19]=[C:20]([C:22]3[CH:27]=[N:26][CH:25]=[CH:24][N:23]=3)[N:21]=2)[CH2:15][CH2:14][CH2:13][CH2:12][CH2:11][CH2:10]1. The catalyst class is: 148. (5) Reactant: BrC(Br)(Br)Br.[Br:6][C:7]1[CH:12]=[CH:11][C:10](/[C:13](/[C:17]#[C:18][C:19]2[CH:24]=[CH:23][CH:22]=[CH:21][CH:20]=2)=[CH:14]/[CH2:15]O)=[CH:9][CH:8]=1.C1(P(C2C=CC=CC=2)C2C=CC=CC=2)C=CC=CC=1.C(N(CC)C(C)C)(C)C.O.[CH2:54]([O:56][C:57](=[O:68])[CH2:58][O:59][C:60]1[CH:65]=[CH:64][C:63]([SH:66])=[CH:62][C:61]=1[CH3:67])[CH3:55]. Product: [Br:6][C:7]1[CH:12]=[CH:11][C:10](/[C:13](/[C:17]#[C:18][C:19]2[CH:24]=[CH:23][CH:22]=[CH:21][CH:20]=2)=[CH:14]/[CH2:15][S:66][C:63]2[CH:64]=[CH:65][C:60]([O:59][CH2:58][C:57]([O:56][CH2:54][CH3:55])=[O:68])=[C:61]([CH3:67])[CH:62]=2)=[CH:9][CH:8]=1. The catalyst class is: 539. (6) Reactant: [F:1][C:2]([F:16])([F:15])[CH:3]([C:5]1[CH:10]=[CH:9][CH:8]=[C:7]([C:11]([F:14])([F:13])[F:12])[CH:6]=1)[NH2:4].[Cl:17][C:18]1[C:19]([C:30](=[O:35])[NH:31][CH:32]2[CH2:34][CH2:33]2)=[CH:20][C:21]2[N:25]=[C:24]([C:26](O)=[O:27])[NH:23][C:22]=2[CH:29]=1.F[P-](F)(F)(F)(F)F.N1(OC(N(C)C)=[N+](C)C)C2C=CC=CC=2N=N1.CN1CCOCC1. Product: [Cl:17][C:18]1[C:19]([C:30]([NH:31][CH:32]2[CH2:34][CH2:33]2)=[O:35])=[CH:20][C:21]2[N:25]=[C:24]([C:26]([NH:4][CH:3]([C:5]3[CH:10]=[CH:9][CH:8]=[C:7]([C:11]([F:12])([F:13])[F:14])[CH:6]=3)[C:2]([F:15])([F:16])[F:1])=[O:27])[NH:23][C:22]=2[CH:29]=1. The catalyst class is: 42.